Dataset: Merck oncology drug combination screen with 23,052 pairs across 39 cell lines. Task: Regression. Given two drug SMILES strings and cell line genomic features, predict the synergy score measuring deviation from expected non-interaction effect. Cell line: KPL1. Drug 1: O=C(CCCCCCC(=O)Nc1ccccc1)NO. Drug 2: C=CCn1c(=O)c2cnc(Nc3ccc(N4CCN(C)CC4)cc3)nc2n1-c1cccc(C(C)(C)O)n1. Synergy scores: synergy=3.60.